Dataset: Full USPTO retrosynthesis dataset with 1.9M reactions from patents (1976-2016). Task: Predict the reactants needed to synthesize the given product. (1) Given the product [OH:8][C:9]1[CH:10]=[C:11]2[C:16](=[CH:17][CH:18]=1)[N:15]=[C:14]([CH2:19][N:20]1[CH2:25][CH2:24][CH:23]([C:26]([O:28][CH2:29][CH3:30])=[O:27])[CH2:22][CH2:21]1)[CH:13]=[CH:12]2, predict the reactants needed to synthesize it. The reactants are: [Si]([O:8][C:9]1[CH:10]=[C:11]2[C:16](=[CH:17][CH:18]=1)[N:15]=[C:14]([CH2:19][N:20]1[CH2:25][CH2:24][CH:23]([C:26]([O:28][CH2:29][CH3:30])=[O:27])[CH2:22][CH2:21]1)[CH:13]=[CH:12]2)(C(C)(C)C)(C)C.Cl.C([O-])(O)=O.[Na+]. (2) Given the product [F:42][C:41]([F:44])([F:43])[S:38]([O:19][C:16]1[O:17][CH2:18][C@:9]2([C:3]3[CH:4]=[CH:5][C:6]([F:8])=[CH:7][C:2]=3[F:1])[N:10]=[C:11]([NH:21][C:22](=[O:29])[C:23]3[CH:24]=[CH:25][CH:26]=[CH:27][CH:28]=3)[S:12][C@H:13]([CH3:20])[C@@H:14]2[CH:15]=1)(=[O:40])=[O:39], predict the reactants needed to synthesize it. The reactants are: [F:1][C:2]1[CH:7]=[C:6]([F:8])[CH:5]=[CH:4][C:3]=1[C@:9]12[CH2:18][O:17][C:16](=[O:19])[CH2:15][C@H:14]1[C@@H:13]([CH3:20])[S:12][C:11]([NH:21][C:22](=[O:29])[C:23]1[CH:28]=[CH:27][CH:26]=[CH:25][CH:24]=1)=[N:10]2.ClC1C=CC(N([S:38]([C:41]([F:44])([F:43])[F:42])(=[O:40])=[O:39])[S:38]([C:41]([F:44])([F:43])[F:42])(=[O:40])=[O:39])=NC=1.C[Si]([N-][Si](C)(C)C)(C)C.[K+].C(=O)(O)[O-].[Na+]. (3) Given the product [CH3:25][S:26]([O:13][CH2:14][C@@H:15]([NH:17][C:18]([O:19][C:20]([CH3:23])([CH3:22])[CH3:21])=[O:24])[CH3:16])(=[O:28])=[O:27], predict the reactants needed to synthesize it. The reactants are: C(N(CC)CC)C.O1CCCC1.[OH:13][CH2:14][C@@H:15]([NH:17][C:18](=[O:24])[O:19][C:20]([CH3:23])([CH3:22])[CH3:21])[CH3:16].[CH3:25][S:26](Cl)(=[O:28])=[O:27]. (4) Given the product [C:1]([O:5][C:6]([N:8]1[CH2:13][CH2:12][N:11]2[C:14]([CH2:18][CH3:19])=[N:15][C:16]([Cl:34])=[C:10]2[CH:9]1[CH2:20][O:21][C:22]1[CH:27]=[CH:26][C:25]([F:28])=[C:24]([C:29]([F:32])([F:31])[F:30])[CH:23]=1)=[O:7])([CH3:4])([CH3:3])[CH3:2], predict the reactants needed to synthesize it. The reactants are: [C:1]([O:5][C:6]([N:8]1[CH2:13][CH2:12][N:11]2[C:14]([CH2:18][CH3:19])=[N:15][C:16](I)=[C:10]2[CH:9]1[CH2:20][O:21][C:22]1[CH:27]=[CH:26][C:25]([F:28])=[C:24]([C:29]([F:32])([F:31])[F:30])[CH:23]=1)=[O:7])([CH3:4])([CH3:3])[CH3:2].C(Cl)[Cl:34].CO. (5) Given the product [N:1]1[CH:6]=[CH:5][CH:4]=[C:3]([C:7]2[CH:41]=[CH:40][C:10]([CH2:11][OH:63])=[CH:9][CH:8]=2)[N:2]=1, predict the reactants needed to synthesize it. The reactants are: [N:1]1[CH:6]=[CH:5][CH:4]=[C:3]([C:7]2[CH:41]=[CH:40][C:10]([CH2:11]C[Si](O[Si](C[CH2:11][C:10]3[CH:9]=[CH:8][C:7]([C:3]4[N:2]=[N:1][CH:6]=[CH:5][CH:4]=4)=[CH:41][CH:40]=3)(C)C(C)(C)C)(C(C)(C)C)C)=[CH:9][CH:8]=2)[N:2]=1.[F-].C([N+](CCCC)(CCCC)CCCC)CCC.C1C[O:63]CC1.